This data is from Catalyst prediction with 721,799 reactions and 888 catalyst types from USPTO. The task is: Predict which catalyst facilitates the given reaction. (1) Product: [CH3:1][O:2][C:3]1[CH:41]=[C:40]([O:42][CH3:43])[CH:39]=[CH:38][C:4]=1[CH2:5][NH:6][C:7]1[CH:14]=[CH:13][C:10]([C:11]#[N:12])=[CH:9][C:8]=1[NH:15][C:16]1[N:21]=[C:20]([NH:22][C@H:23]2[C:32]3[C:27](=[C:28]([F:34])[CH:29]=[C:30]([F:33])[CH:31]=3)[O:26][CH2:25][CH2:24]2)[C:19]([NH2:35])=[CH:18][N:17]=1. Reactant: [CH3:1][O:2][C:3]1[CH:41]=[C:40]([O:42][CH3:43])[CH:39]=[CH:38][C:4]=1[CH2:5][NH:6][C:7]1[CH:14]=[CH:13][C:10]([C:11]#[N:12])=[CH:9][C:8]=1[NH:15][C:16]1[N:21]=[C:20]([NH:22][C@H:23]2[C:32]3[C:27](=[C:28]([F:34])[CH:29]=[C:30]([F:33])[CH:31]=3)[O:26][CH2:25][CH2:24]2)[C:19]([N+:35]([O-])=O)=[CH:18][N:17]=1.S(S([O-])=O)([O-])=O.[Na+].[Na+].C(=O)(O)[O-].[Na+].CO. The catalyst class is: 249. (2) Reactant: [Si:1]([O:8][C@@H:9]1[CH2:13][CH2:12][N:11]([C:14]2[N:19]=[CH:18][C:17]([N:20]3[CH:25]=[CH:24][C:23]([OH:26])=[CH:22][C:21]3=[O:27])=[CH:16][CH:15]=2)[CH2:10]1)([C:4]([CH3:7])([CH3:6])[CH3:5])([CH3:3])[CH3:2].C(N(CC)CC)C.[Br:35][C:36]1[CH:41]=[CH:40][C:39]([S:42](Cl)(=[O:44])=[O:43])=[CH:38][CH:37]=1.C(=O)([O-])[O-].[K+].[K+]. Product: [Br:35][C:36]1[CH:41]=[CH:40][C:39]([S:42]([O:26][C:23]2[CH:24]=[CH:25][N:20]([C:17]3[CH:18]=[N:19][C:14]([N:11]4[CH2:12][CH2:13][C@@H:9]([O:8][Si:1]([C:4]([CH3:7])([CH3:5])[CH3:6])([CH3:2])[CH3:3])[CH2:10]4)=[CH:15][CH:16]=3)[C:21](=[O:27])[CH:22]=2)(=[O:44])=[O:43])=[CH:38][CH:37]=1. The catalyst class is: 2. (3) Reactant: [Br-].[CH2:2]([N+:9]1[CH:14]=[CH:13][C:12]([CH3:15])=[C:11]([NH:16][C:17]([O:19][C:20]([CH3:23])([CH3:22])[CH3:21])=[O:18])[CH:10]=1)[C:3]1[CH:8]=[CH:7][CH:6]=[CH:5][CH:4]=1. Product: [CH2:2]([N:9]1[CH2:14][CH2:13][CH:12]([CH3:15])[CH:11]([NH:16][C:17]([O:19][C:20]([CH3:21])([CH3:23])[CH3:22])=[O:18])[CH2:10]1)[C:3]1[CH:4]=[CH:5][CH:6]=[CH:7][CH:8]=1. The catalyst class is: 603. (4) Reactant: [H-].[Na+].[Cl:3][C:4]1[CH:30]=[CH:29][C:7]([CH2:8][N:9]2[C:17]3[C:12](=[CH:13][CH:14]=[CH:15][CH:16]=3)[C:11]([C:18](=[O:28])[C:19]([NH:21][C:22]3[CH2:23][O:24][C:25](=[O:27])[CH:26]=3)=[O:20])=[CH:10]2)=[CH:6][CH:5]=1.[CH3:31]I. Product: [Cl:3][C:4]1[CH:5]=[CH:6][C:7]([CH2:8][N:9]2[C:17]3[C:12](=[CH:13][CH:14]=[CH:15][CH:16]=3)[C:11]([C:18](=[O:28])[C:19]([N:21]([CH3:31])[C:22]3[CH2:23][O:24][C:25](=[O:27])[CH:26]=3)=[O:20])=[CH:10]2)=[CH:29][CH:30]=1. The catalyst class is: 3. (5) Reactant: [CH3:1][N:2]1[CH:7]=[C:6](B2OC(C)(C)C(C)(C)O2)[C:5]2[CH:17]=[CH:18][N:19]([S:20]([C:23]3[CH:29]=[CH:28][C:26]([CH3:27])=[CH:25][CH:24]=3)(=[O:22])=[O:21])[C:4]=2[C:3]1=[O:30].[Br:31][C:32]1[CH:37]=[CH:36][C:35](I)=[C:34]([O:39][CH3:40])[CH:33]=1.[O-]P([O-])([O-])=O.[K+].[K+].[K+]. Product: [Br:31][C:32]1[CH:37]=[CH:36][C:35]([C:6]2[C:5]3[CH:17]=[CH:18][N:19]([S:20]([C:23]4[CH:24]=[CH:25][C:26]([CH3:27])=[CH:28][CH:29]=4)(=[O:21])=[O:22])[C:4]=3[C:3](=[O:30])[N:2]([CH3:1])[CH:7]=2)=[C:34]([O:39][CH3:40])[CH:33]=1. The catalyst class is: 110.